Regression. Given two drug SMILES strings and cell line genomic features, predict the synergy score measuring deviation from expected non-interaction effect. From a dataset of NCI-60 drug combinations with 297,098 pairs across 59 cell lines. (1) Drug 1: CC1=C2C(C(=O)C3(C(CC4C(C3C(C(C2(C)C)(CC1OC(=O)C(C(C5=CC=CC=C5)NC(=O)C6=CC=CC=C6)O)O)OC(=O)C7=CC=CC=C7)(CO4)OC(=O)C)O)C)OC(=O)C. Drug 2: CCC1=C2CN3C(=CC4=C(C3=O)COC(=O)C4(CC)O)C2=NC5=C1C=C(C=C5)O. Cell line: DU-145. Synergy scores: CSS=69.0, Synergy_ZIP=2.15, Synergy_Bliss=1.00, Synergy_Loewe=-18.6, Synergy_HSA=-0.750. (2) Drug 1: CCN(CC)CCNC(=O)C1=C(NC(=C1C)C=C2C3=C(C=CC(=C3)F)NC2=O)C. Drug 2: CS(=O)(=O)OCCCCOS(=O)(=O)C. Cell line: MOLT-4. Synergy scores: CSS=32.5, Synergy_ZIP=-2.56, Synergy_Bliss=-1.46, Synergy_Loewe=-1.70, Synergy_HSA=0.292. (3) Drug 1: CC1=C(C(CCC1)(C)C)C=CC(=CC=CC(=CC(=O)O)C)C. Drug 2: CC1=C2C(C(=O)C3(C(CC4C(C3C(C(C2(C)C)(CC1OC(=O)C(C(C5=CC=CC=C5)NC(=O)C6=CC=CC=C6)O)O)OC(=O)C7=CC=CC=C7)(CO4)OC(=O)C)O)C)OC(=O)C. Cell line: SNB-75. Synergy scores: CSS=23.4, Synergy_ZIP=10.4, Synergy_Bliss=16.9, Synergy_Loewe=8.02, Synergy_HSA=15.2. (4) Drug 1: C1CC(=O)NC(=O)C1N2CC3=C(C2=O)C=CC=C3N. Drug 2: C1=CN(C=N1)CC(O)(P(=O)(O)O)P(=O)(O)O. Cell line: HCC-2998. Synergy scores: CSS=1.02, Synergy_ZIP=0.368, Synergy_Bliss=1.53, Synergy_Loewe=-0.748, Synergy_HSA=0.905. (5) Drug 1: CC1=C(C=C(C=C1)NC(=O)C2=CC=C(C=C2)CN3CCN(CC3)C)NC4=NC=CC(=N4)C5=CN=CC=C5. Drug 2: CC1C(C(CC(O1)OC2CC(CC3=C2C(=C4C(=C3O)C(=O)C5=C(C4=O)C(=CC=C5)OC)O)(C(=O)CO)O)N)O.Cl. Cell line: A549. Synergy scores: CSS=31.3, Synergy_ZIP=1.97, Synergy_Bliss=2.39, Synergy_Loewe=-19.2, Synergy_HSA=0.144. (6) Drug 1: CCCCC(=O)OCC(=O)C1(CC(C2=C(C1)C(=C3C(=C2O)C(=O)C4=C(C3=O)C=CC=C4OC)O)OC5CC(C(C(O5)C)O)NC(=O)C(F)(F)F)O. Drug 2: C1CNP(=O)(OC1)N(CCCl)CCCl. Cell line: SNB-75. Synergy scores: CSS=52.8, Synergy_ZIP=4.93, Synergy_Bliss=1.26, Synergy_Loewe=-42.4, Synergy_HSA=0.866. (7) Drug 1: C1=CC(=C2C(=C1NCCNCCO)C(=O)C3=C(C=CC(=C3C2=O)O)O)NCCNCCO. Drug 2: CN(C)C1=NC(=NC(=N1)N(C)C)N(C)C. Cell line: NCI-H522. Synergy scores: CSS=47.7, Synergy_ZIP=2.70, Synergy_Bliss=3.58, Synergy_Loewe=-57.4, Synergy_HSA=1.38. (8) Drug 1: COC1=NC(=NC2=C1N=CN2C3C(C(C(O3)CO)O)O)N. Drug 2: CCN(CC)CCCC(C)NC1=C2C=C(C=CC2=NC3=C1C=CC(=C3)Cl)OC. Cell line: 786-0. Synergy scores: CSS=19.9, Synergy_ZIP=-4.62, Synergy_Bliss=2.09, Synergy_Loewe=-24.9, Synergy_HSA=-0.958.